Dataset: Reaction yield outcomes from USPTO patents with 853,638 reactions. Task: Predict the reaction yield, written as a fraction of the theoretical maximum amount of product (1.0 means a 100% yield; for example, 0.34 means a 34% yield). (1) The reactants are [H-].[Na+].[F:3][C:4]1[CH:9]=[CH:8][C:7]([C:10]2[CH:11]=[N:12][N:13]([CH3:17])[C:14]=2[CH:15]=O)=[CH:6][CH:5]=1.C(OP([CH2:26][C:27]([O:29]CC)=[O:28])(OCC)=O)C.Cl. The catalyst is CN(C)C=O. The product is [F:3][C:4]1[CH:9]=[CH:8][C:7]([C:10]2[CH:11]=[N:12][N:13]([CH3:17])[C:14]=2/[CH:15]=[CH:26]/[C:27]([OH:29])=[O:28])=[CH:6][CH:5]=1. The yield is 0.780. (2) The reactants are Br[C:2]1[CH:3]=[C:4]2[C:9](=[CH:10][CH:11]=1)[C:8]([C:12]1[C:21]3[C:16](=[CH:17][C:18](Br)=[CH:19][CH:20]=3)[CH:15]=[CH:14][C:13]=1[OH:23])=[C:7]([OH:24])[CH:6]=[CH:5]2.[CH3:25][C:26]1C=CC=CC=1P(C1C=CC=CC=1C)C1C=CC=CC=1C.[CH3:47][CH2:48]N(CC)CC.C=C. The catalyst is CN(C=O)C.C(OCC)(=O)C.CC([O-])=O.CC([O-])=O.[Pd+2]. The product is [CH:25]([C:18]1[CH:17]=[C:16]2[C:21](=[CH:20][CH:19]=1)[C:12]([C:8]1[C:9]3[C:4](=[CH:3][C:2]([CH:47]=[CH2:48])=[CH:11][CH:10]=3)[CH:5]=[CH:6][C:7]=1[OH:24])=[C:13]([OH:23])[CH:14]=[CH:15]2)=[CH2:26]. The yield is 0.540. (3) The reactants are Br[C:2]1[CH:7]=[C:6]([O:8][CH3:9])[CH:5]=[C:4]([Br:10])[CH:3]=1.CCN(CC)CC.[CH3:18][OH:19].CN([CH:23]=[O:24])C. The catalyst is C1C=CC(P(C2C=CC=CC=2)[C-]2C=CC=C2)=CC=1.C1C=CC(P(C2C=CC=CC=2)[C-]2C=CC=C2)=CC=1.Cl[Pd]Cl.[Fe+2]. The product is [CH3:18][O:19][C:23](=[O:24])[C:2]1[CH:7]=[C:6]([O:8][CH3:9])[CH:5]=[C:4]([Br:10])[CH:3]=1. The yield is 0.245. (4) The reactants are [Cl:1][C:2]1[N:3]=[CH:4][N:5](COCC[Si](C)(C)C)[C:6]=1[C:7]([NH:9][CH2:10][C:11]1[CH:16]=[CH:15][C:14]([Cl:17])=[C:13]([O:18][C:19]2[CH:24]=[C:23]([CH2:25][CH:26]3[CH2:28][CH2:27]3)[CH:22]=[C:21]([C:29]#[N:30])[CH:20]=2)[C:12]=1[F:31])=[O:8].C(O)(C(F)(F)F)=O. The catalyst is C(Cl)Cl. The product is [Cl:1][C:2]1[N:3]=[CH:4][NH:5][C:6]=1[C:7]([NH:9][CH2:10][C:11]1[CH:16]=[CH:15][C:14]([Cl:17])=[C:13]([O:18][C:19]2[CH:24]=[C:23]([CH2:25][CH:26]3[CH2:27][CH2:28]3)[CH:22]=[C:21]([C:29]#[N:30])[CH:20]=2)[C:12]=1[F:31])=[O:8]. The yield is 0.760.